From a dataset of Reaction yield outcomes from USPTO patents with 853,638 reactions. Predict the reaction yield, written as a fraction of the theoretical maximum amount of product (1.0 means a 100% yield; for example, 0.34 means a 34% yield). (1) The reactants are [CH3:1][O:2][C:3]1[CH:12]=[CH:11][CH:10]=[C:9]2[C:4]=1[C:5]1[CH:30]=[CH:29][C:28]([NH:31][S:32]([CH3:35])(=[O:34])=[O:33])=[CH:27][C:6]=1[CH:7]([C:13]1[CH:14]=[C:15]([CH2:19][CH2:20][CH2:21][C:22]([O:24]CC)=[O:23])[CH:16]=[CH:17][CH:18]=1)[O:8]2.[OH-].[Na+]. The catalyst is CO.O.Cl. The product is [CH3:1][O:2][C:3]1[CH:12]=[CH:11][CH:10]=[C:9]2[C:4]=1[C:5]1[CH:30]=[CH:29][C:28]([NH:31][S:32]([CH3:35])(=[O:34])=[O:33])=[CH:27][C:6]=1[CH:7]([C:13]1[CH:14]=[C:15]([CH2:19][CH2:20][CH2:21][C:22]([OH:24])=[O:23])[CH:16]=[CH:17][CH:18]=1)[O:8]2. The yield is 0.990. (2) The reactants are N(/C(OC(C)C)=O)=N\C(OC(C)C)=O.C1(P(C2C=CC=CC=2)C2C=CC=CC=2)C=CC=CC=1.[OH:34][CH2:35][C:36]1[CH:41]=[CH:40][C:39]([CH2:42][N:43]2[CH2:48][CH2:47][N:46]([C:49]3[C:54]([C:55]([O:57][CH:58]([CH3:60])[CH3:59])=[O:56])=[CH:53][CH:52]=[CH:51][N:50]=3)[CH2:45][CH2:44]2)=[CH:38][CH:37]=1.[CH2:61]([O:63][C:64]1[CH:69]=[CH:68][C:67](O)=[CH:66][CH:65]=1)[CH3:62]. The catalyst is C1COCC1.CS(C)=O. The product is [CH2:61]([O:63][C:64]1[CH:69]=[CH:68][C:67]([O:34][CH2:35][C:36]2[CH:41]=[CH:40][C:39]([CH2:42][N:43]3[CH2:44][CH2:45][N:46]([C:49]4[C:54]([C:55]([O:57][CH:58]([CH3:60])[CH3:59])=[O:56])=[CH:53][CH:52]=[CH:51][N:50]=4)[CH2:47][CH2:48]3)=[CH:38][CH:37]=2)=[CH:66][CH:65]=1)[CH3:62]. The yield is 0.108. (3) The reactants are [C:1]([O:20][CH2:21][CH2:22][CH2:23][CH2:24][O:25][CH2:26][CH2:27][OH:28])([C:14]1[CH:19]=[CH:18][CH:17]=[CH:16][CH:15]=1)([C:8]1[CH:13]=[CH:12][CH:11]=[CH:10][CH:9]=1)[C:2]1[CH:7]=[CH:6][CH:5]=[CH:4][CH:3]=1.[S:29](Cl)([C:32]1[CH:38]=[CH:37][C:35]([CH3:36])=[CH:34][CH:33]=1)(=[O:31])=[O:30]. The catalyst is N1C=CC=CC=1. The product is [C:1]([O:20][CH2:21][CH2:22][CH2:23][CH2:24][O:25][CH2:26][CH2:27][O:28][S:29]([C:32]1[CH:38]=[CH:37][C:35]([CH3:36])=[CH:34][CH:33]=1)(=[O:31])=[O:30])([C:8]1[CH:13]=[CH:12][CH:11]=[CH:10][CH:9]=1)([C:14]1[CH:15]=[CH:16][CH:17]=[CH:18][CH:19]=1)[C:2]1[CH:3]=[CH:4][CH:5]=[CH:6][CH:7]=1. The yield is 0.340. (4) The reactants are [OH:1][C:2]1[C:9]([N+:10]([O-:12])=[O:11])=[CH:8][C:5]([CH:6]=O)=[CH:4][C:3]=1[O:13][CH2:14][CH2:15][O:16][CH3:17].[C:18]1([C:24](=O)[CH2:25][C:26]2[CH:31]=[CH:30][CH:29]=[CH:28][CH:27]=2)[CH:23]=[CH:22][CH:21]=[CH:20][CH:19]=1.[NH2:33][C:34]([NH2:36])=[O:35].Cl. The catalyst is C(O)C. The product is [OH:1][C:2]1[C:9]([N+:10]([O-:12])=[O:11])=[CH:8][C:5]([CH:6]2[C:25]([C:26]3[CH:31]=[CH:30][CH:29]=[CH:28][CH:27]=3)=[C:24]([C:18]3[CH:23]=[CH:22][CH:21]=[CH:20][CH:19]=3)[NH:36][C:34](=[O:35])[NH:33]2)=[CH:4][C:3]=1[O:13][CH2:14][CH2:15][O:16][CH3:17]. The yield is 0.420. (5) The reactants are Cl[C:2]1[NH:3][C:4]([C:12]2[CH:17]=[CH:16][CH:15]=[CH:14][C:13]=2[F:18])=[CH:5][C:6]=1[C:7]([O:9][CH2:10][CH3:11])=[O:8]. The catalyst is C(O)C.[C].[Pd]. The product is [F:18][C:13]1[CH:14]=[CH:15][CH:16]=[CH:17][C:12]=1[C:4]1[NH:3][CH:2]=[C:6]([C:7]([O:9][CH2:10][CH3:11])=[O:8])[CH:5]=1. The yield is 0.180.